Dataset: Forward reaction prediction with 1.9M reactions from USPTO patents (1976-2016). Task: Predict the product of the given reaction. Given the reactants [Br:1][C:2]1[CH:3]=[C:4](I)[C:5]2[O:14][C:13]3[CH2:12][CH2:11][N:10]([C:15]([O:17][C:18]([CH3:21])([CH3:20])[CH3:19])=[O:16])[CH2:9][C:8]=3[C:6]=2[CH:7]=1.C([Mg]Cl)(C)C.[C:28](=[O:30])=[O:29], predict the reaction product. The product is: [Br:1][C:2]1[CH:3]=[C:4]([C:28]([OH:30])=[O:29])[C:5]2[O:14][C:13]3[CH2:12][CH2:11][N:10]([C:15]([O:17][C:18]([CH3:21])([CH3:20])[CH3:19])=[O:16])[CH2:9][C:8]=3[C:6]=2[CH:7]=1.